This data is from Catalyst prediction with 721,799 reactions and 888 catalyst types from USPTO. The task is: Predict which catalyst facilitates the given reaction. (1) Reactant: [Cl:1][C:2]1[CH:3]=[N:4][CH:5]=[C:6]([CH:11]=1)[C:7]([NH:9][CH3:10])=[O:8].[CH3:12][O:13][C:14]1[CH:15]=[C:16]([Mg]Br)[CH:17]=[CH:18][CH:19]=1.CO.C1C(=O)N(Cl)C(=O)C1. Product: [Cl:1][C:2]1[CH:3]=[N:4][CH:5]=[C:6]([C:11]=1[C:18]1[CH:17]=[CH:16][CH:15]=[C:14]([O:13][CH3:12])[CH:19]=1)[C:7]([NH:9][CH3:10])=[O:8]. The catalyst class is: 1. (2) Reactant: [C:1]([CH2:3][CH2:4][CH2:5][OH:6])#[N:2].C(N(CC)CC)C.[C:14](Cl)([C:27]1[CH:32]=[CH:31][CH:30]=[CH:29][CH:28]=1)([C:21]1[CH:26]=[CH:25][CH:24]=[CH:23][CH:22]=1)[C:15]1[CH:20]=[CH:19][CH:18]=[CH:17][CH:16]=1.CO. Product: [C:14]([O:6][CH2:5][CH2:4][CH2:3][C:1]#[N:2])([C:15]1[CH:20]=[CH:19][CH:18]=[CH:17][CH:16]=1)([C:27]1[CH:28]=[CH:29][CH:30]=[CH:31][CH:32]=1)[C:21]1[CH:22]=[CH:23][CH:24]=[CH:25][CH:26]=1. The catalyst class is: 4. (3) Reactant: Cl[CH2:2][C@@H:3]1[O:7][C:6](=[O:8])[N:5]([C:9]2[CH:14]=[CH:13][C:12]([Cl:15])=[CH:11][N:10]=2)[CH2:4]1.[N-:16]=[N+:17]=[N-:18].[Na+]. Product: [N:16]([CH2:2][C@@H:3]1[O:7][C:6](=[O:8])[N:5]([C:9]2[CH:14]=[CH:13][C:12]([Cl:15])=[CH:11][N:10]=2)[CH2:4]1)=[N+:17]=[N-:18]. The catalyst class is: 35. (4) Reactant: [CH2:1]([O:5][CH2:6][CH2:7][CH2:8][Si:9]([O:14]C)([O:12]C)[O:10]C)[CH:2]1[O:4][CH2:3]1. Product: [CH2:1]([O:5][CH2:6][CH2:7][CH2:8][Si:9]([OH:10])([OH:14])[OH:12])[CH:2]1[O:4][CH2:3]1. The catalyst class is: 6. (5) Reactant: [Br:1][C:2]1[CH:10]=[CH:9][C:5]([C:6]([OH:8])=[O:7])=[C:4]([CH3:11])[CH:3]=1.[CH3:12][Si](C=[N+]=[N-])(C)C. Product: [Br:1][C:2]1[CH:10]=[CH:9][C:5]([C:6]([O:8][CH3:12])=[O:7])=[C:4]([CH3:11])[CH:3]=1. The catalyst class is: 83. (6) Reactant: [Br:1][C:2]1[N:7]=[C:6]([C:8]([OH:10])=O)[CH:5]=[CH:4][CH:3]=1.[CH:11]1[CH:16]=[N:15][CH:14]=[C:13]([C@H:17]2[NH:22][CH2:21][CH2:20][CH2:19][CH2:18]2)[CH:12]=1.C(N(CC)C(C)C)(C)C.CN(C(ON1N=NC2C=CC=CC1=2)=[N+](C)C)C.F[P-](F)(F)(F)(F)F. Product: [Br:1][C:2]1[N:7]=[C:6]([C:8]([N:22]2[CH2:21][CH2:20][CH2:19][CH2:18][CH:17]2[C:13]2[CH:14]=[N:15][CH:16]=[CH:11][CH:12]=2)=[O:10])[CH:5]=[CH:4][CH:3]=1. The catalyst class is: 10.